From a dataset of Reaction yield outcomes from USPTO patents with 853,638 reactions. Predict the reaction yield, written as a fraction of the theoretical maximum amount of product (1.0 means a 100% yield; for example, 0.34 means a 34% yield). (1) The reactants are C1(P(C2C=CC=CC=2)C2C=CC=CC=2)C=CC=CC=1.BrN1C(=O)CCC1=O.[Cl:28][C:29]1[CH:30]=[C:31]([CH:41]([CH2:45][CH:46]2[CH2:50][CH2:49][CH2:48][CH2:47]2)[C:42](O)=[O:43])[CH:32]=[CH:33][C:34]=1[N:35]1[C:39]([CH3:40])=[N:38][N:37]=[N:36]1.[NH2:51][C:52]1[S:53][CH:54]=[CH:55][N:56]=1. The catalyst is C(Cl)Cl. The product is [Cl:28][C:29]1[CH:30]=[C:31]([CH:41]([CH2:45][CH:46]2[CH2:47][CH2:48][CH2:49][CH2:50]2)[C:42]([NH:51][C:52]2[S:53][CH:54]=[CH:55][N:56]=2)=[O:43])[CH:32]=[CH:33][C:34]=1[N:35]1[C:39]([CH3:40])=[N:38][N:37]=[N:36]1. The yield is 0.420. (2) The reactants are [Br:1][C:2]1[N:7]=[C:6]([CH2:8][CH2:9][O:10][CH2:11][N:12]2[C:16]3[CH:17]=[CH:18][CH:19]=[CH:20][C:15]=3[N:14]=[C:13]2[NH:21][CH:22]2[CH2:27][CH2:26][N:25](C(OC(C)(C)C)=O)[CH2:24][CH2:23]2)[CH:5]=[CH:4][CH:3]=1. The catalyst is CC(O)C.Br.CC(O)=O. The product is [Br:1][C:2]1[N:7]=[C:6]([CH2:8][CH2:9][O:10][CH2:11][N:12]2[C:16]3[CH:17]=[CH:18][CH:19]=[CH:20][C:15]=3[N:14]=[C:13]2[NH:21][CH:22]2[CH2:27][CH2:26][NH:25][CH2:24][CH2:23]2)[CH:5]=[CH:4][CH:3]=1. The yield is 0.196. (3) The reactants are [NH2:1][C:2]1[C:11]2[C:6](=[C:7](I)[C:8]([F:12])=[CH:9][CH:10]=2)[N:5]=[N:4][C:3]=1[C:14]([NH:16][CH2:17][CH2:18][CH3:19])=[O:15].[F:20][C:21]1[CH:26]=[C:25]([O:27][CH3:28])[CH:24]=[CH:23][C:22]=1B(O)O. No catalyst specified. The product is [NH2:1][C:2]1[C:11]2[C:6](=[C:7]([C:22]3[CH:23]=[CH:24][C:25]([O:27][CH3:28])=[CH:26][C:21]=3[F:20])[C:8]([F:12])=[CH:9][CH:10]=2)[N:5]=[N:4][C:3]=1[C:14]([NH:16][CH2:17][CH2:18][CH3:19])=[O:15]. The yield is 0.670. (4) The yield is 0.220. The product is [CH:20]([N:15]1[CH:16]=[C:17]([CH3:19])[N:18]=[C:14]1[C:12]1[N:13]=[C:6]2[C:5]3[CH:23]=[CH:24][C:2]([C:31]4[CH:30]=[N:29][N:28]([CH2:27][C:26]([CH3:42])([OH:43])[CH3:25])[CH:32]=4)=[CH:3][C:4]=3[O:10][CH2:9][CH2:8][N:7]2[CH:11]=1)([CH3:22])[CH3:21]. The reactants are Br[C:2]1[CH:24]=[CH:23][C:5]2[C:6]3[N:7]([CH:11]=[C:12]([C:14]4[N:15]([CH:20]([CH3:22])[CH3:21])[CH:16]=[C:17]([CH3:19])[N:18]=4)[N:13]=3)[CH2:8][CH2:9][O:10][C:4]=2[CH:3]=1.[CH3:25][C:26]([OH:43])([CH3:42])[CH2:27][N:28]1[CH:32]=[C:31](B2OC(C)(C)C(C)(C)O2)[CH:30]=[N:29]1. No catalyst specified. (5) The reactants are [CH3:1][O:2][C:3]([C:5]1[S:6][C:7]([CH:27]2[CH2:32][CH2:31][CH2:30][CH:29]=[CH:28]2)=[CH:8][C:9]=1[N:10]([C:18]([C@H:20]1[CH2:25][CH2:24][C@H:23]([CH3:26])[CH2:22][CH2:21]1)=[O:19])[CH:11]1[CH2:16][CH2:15][C:14](=[O:17])[CH2:13][CH2:12]1)=[O:4].[BH4-].[Na+].Cl. The catalyst is CO. The product is [CH3:1][O:2][C:3]([C:5]1[S:6][C:7]([CH:27]2[CH2:32][CH2:31][CH2:30][CH:29]=[CH:28]2)=[CH:8][C:9]=1[N:10]([C@H:11]1[CH2:16][CH2:15][C@H:14]([OH:17])[CH2:13][CH2:12]1)[C:18]([C@H:20]1[CH2:21][CH2:22][C@H:23]([CH3:26])[CH2:24][CH2:25]1)=[O:19])=[O:4]. The yield is 0.260. (6) The reactants are [F:1][C:2]([F:14])([F:13])[O:3][C:4]1[CH:12]=[CH:11][C:7]([C:8](Cl)=[O:9])=[CH:6][CH:5]=1.[NH2:15][C:16]([CH3:30])([CH2:19][N:20]1[N:24]=[C:23]2[CH:25]=[CH:26][C:27]([Cl:29])=[CH:28][C:22]2=[N:21]1)[C:17]#[N:18]. The catalyst is C(Cl)Cl. The product is [Cl:29][C:27]1[CH:26]=[CH:25][C:23]2=[N:24][N:20]([CH2:19][C:16]([NH:15][C:8](=[O:9])[C:7]3[CH:11]=[CH:12][C:4]([O:3][C:2]([F:14])([F:13])[F:1])=[CH:5][CH:6]=3)([C:17]#[N:18])[CH3:30])[N:21]=[C:22]2[CH:28]=1. The yield is 0.540.